The task is: Predict which catalyst facilitates the given reaction.. This data is from Catalyst prediction with 721,799 reactions and 888 catalyst types from USPTO. (1) Reactant: [Cl:1][C:2]1[CH:29]=[C:28]([F:30])[C:27]([F:31])=[CH:26][C:3]=1[C:4]([NH:6][C:7](=[O:25])[NH:8][C:9]1[CH:18]=[CH:17][C:12]([C:13]([O:15]C)=[O:14])=[CH:11][C:10]=1[CH:19]=[CH:20][C:21]([O:23][CH3:24])=[O:22])=[O:5].O.[OH-].[Li+].Cl. Product: [Cl:1][C:2]1[CH:29]=[C:28]([F:30])[C:27]([F:31])=[CH:26][C:3]=1[C:4]([NH:6][C:7](=[O:25])[NH:8][C:9]1[CH:18]=[CH:17][C:12]([C:13]([OH:15])=[O:14])=[CH:11][C:10]=1[CH:19]=[CH:20][C:21]([O:23][CH3:24])=[O:22])=[O:5]. The catalyst class is: 1. (2) Reactant: CS([N:5]1[C:13]2[C:8](=[CH:9][C:10]([C:14](=[O:22])[C:15]3[CH:20]=[CH:19][C:18]([Cl:21])=[CH:17][CH:16]=3)=[CH:11][CH:12]=2)[C:7]([C:23]2[CH:28]=[CH:27][CH:26]=[C:25]([Cl:29])[CH:24]=2)=[CH:6]1)(=O)=O.[F-].C([N+](CCCC)(CCCC)CCCC)CCC. Product: [Cl:29][C:25]1[CH:24]=[C:23]([C:7]2[C:8]3[C:13](=[CH:12][CH:11]=[C:10]([C:14](=[O:22])[C:15]4[CH:20]=[CH:19][C:18]([Cl:21])=[CH:17][CH:16]=4)[CH:9]=3)[NH:5][CH:6]=2)[CH:28]=[CH:27][CH:26]=1. The catalyst class is: 1.